From a dataset of Reaction yield outcomes from USPTO patents with 853,638 reactions. Predict the reaction yield, written as a fraction of the theoretical maximum amount of product (1.0 means a 100% yield; for example, 0.34 means a 34% yield). The reactants are [CH3:1][N:2]([CH3:34])[C:3]1[C:12]2[C:7](=[CH:8][CH:9]=[CH:10][CH:11]=2)[N:6]=[C:5](/[CH:13]=[CH:14]/[C:15]2[N:20]=[C:19]([N:21]3[CH2:25][CH2:24][CH2:23][CH2:22]3)[CH:18]=[C:17]([CH2:26][O:27]C3CCCCO3)[N:16]=2)[N:4]=1.Cl.O1CCOCC1.CO. The catalyst is O1CCCC1. The product is [CH3:34][N:2]([CH3:1])[C:3]1[C:12]2[C:7](=[CH:8][CH:9]=[CH:10][CH:11]=2)[N:6]=[C:5](/[CH:13]=[CH:14]/[C:15]2[N:16]=[C:17]([CH2:26][OH:27])[CH:18]=[C:19]([N:21]3[CH2:25][CH2:24][CH2:23][CH2:22]3)[N:20]=2)[N:4]=1. The yield is 0.950.